This data is from Catalyst prediction with 721,799 reactions and 888 catalyst types from USPTO. The task is: Predict which catalyst facilitates the given reaction. (1) Reactant: [OH-].[K+].[CH:3]([CH:5]1[CH2:10][CH2:9][N:8]([C:11]([O:13][C:14]([CH3:17])([CH3:16])[CH3:15])=[O:12])[CH2:7][CH2:6]1)=O.[CH:18]([C:20]([CH3:22])=[O:21])=[CH2:19]. Product: [O:21]=[C:20]1[CH2:18][CH2:19][C:5]2([CH2:10][CH2:9][N:8]([C:11]([O:13][C:14]([CH3:17])([CH3:16])[CH3:15])=[O:12])[CH2:7][CH2:6]2)[CH:3]=[CH:22]1. The catalyst class is: 353. (2) Product: [Cl:1][C:2]1[C:10]2[N:9]=[C:8]3[N:11]([C:15]4[CH:20]=[CH:19][C:18]([Cl:21])=[CH:17][C:16]=4[Cl:22])[CH2:12][CH2:13][CH2:14][N:7]3[C:6]=2[C:5]([CH:23]([O:28][CH2:32][CH3:33])[C:24]([F:25])([F:26])[F:27])=[CH:4][CH:3]=1. Reactant: [Cl:1][C:2]1[C:10]2[N:9]=[C:8]3[N:11]([C:15]4[CH:20]=[CH:19][C:18]([Cl:21])=[CH:17][C:16]=4[Cl:22])[CH2:12][CH2:13][CH2:14][N:7]3[C:6]=2[C:5]([CH:23]([OH:28])[C:24]([F:27])([F:26])[F:25])=[CH:4][CH:3]=1.[H-].[Na+].I[CH2:32][CH3:33]. The catalyst class is: 54. (3) Reactant: [N+:1]([C:4]1[NH:8][C:7]([C:9]([OH:11])=[O:10])=[CH:6][CH:5]=1)([O-:3])=[O:2].[CH2:12](Br)[C:13]1[CH:18]=[CH:17][CH:16]=[CH:15][CH:14]=1. Product: [CH2:12]([O:10][C:9]([C:7]1[N:8]([CH2:12][C:13]2[CH:18]=[CH:17][CH:16]=[CH:15][CH:14]=2)[C:4]([N+:1]([O-:3])=[O:2])=[CH:5][CH:6]=1)=[O:11])[C:13]1[CH:18]=[CH:17][CH:16]=[CH:15][CH:14]=1. The catalyst class is: 37. (4) Reactant: [C:1]([O:5][C:6](=[O:11])[NH:7][CH2:8][CH2:9][NH2:10])([CH3:4])([CH3:3])[CH3:2].CCN(CC)CC.[C:19](Cl)([O:21][CH2:22][C:23]1[CH:28]=[CH:27][CH:26]=[CH:25][CH:24]=1)=[O:20]. Product: [CH2:9]([NH:10][C:19](=[O:20])[O:21][CH2:22][C:23]1[CH:28]=[CH:27][CH:26]=[CH:25][CH:24]=1)[CH2:8][NH:7][C:6](=[O:11])[O:5][C:1]([CH3:4])([CH3:2])[CH3:3]. The catalyst class is: 1. (5) Reactant: [NH:1]1[C:9]2[C:4](=[CH:5][C:6]([C:10]3[NH:11][C:12]4[N:13]([N:17]=[CH:18][C:19]=4[C:20]([O:22]CC)=[O:21])[C:14](=[O:16])[CH:15]=3)=[CH:7][CH:8]=2)[CH:3]=[N:2]1.[OH-].[Na+].Cl. Product: [NH:1]1[C:9]2[C:4](=[CH:5][C:6]([C:10]3[NH:11][C:12]4[N:13]([N:17]=[CH:18][C:19]=4[C:20]([OH:22])=[O:21])[C:14](=[O:16])[CH:15]=3)=[CH:7][CH:8]=2)[CH:3]=[N:2]1. The catalyst class is: 58. (6) Reactant: [Cl:1][C:2]1[N:7]=[CH:6][C:5]([C:8]2[CH:9]=[CH:10][C:11]3[N:12]=[CH:13][N:14]=[C:15]([NH:18][CH:19]4[CH2:24][CH2:23][N:22](C(OC(C)(C)C)=O)[CH2:21][CH2:20]4)[C:16]=3[N:17]=2)=[CH:4][C:3]=1[NH:32][S:33]([C:36]1[CH:41]=[CH:40][C:39]([F:42])=[CH:38][C:37]=1[F:43])(=[O:35])=[O:34].C(O)(C(F)(F)F)=O. Product: [Cl:1][C:2]1[C:3]([NH:32][S:33]([C:36]2[CH:41]=[CH:40][C:39]([F:42])=[CH:38][C:37]=2[F:43])(=[O:34])=[O:35])=[CH:4][C:5]([C:8]2[CH:9]=[CH:10][C:11]3[N:12]=[CH:13][N:14]=[C:15]([NH:18][CH:19]4[CH2:24][CH2:23][NH:22][CH2:21][CH2:20]4)[C:16]=3[N:17]=2)=[CH:6][N:7]=1. The catalyst class is: 2. (7) Reactant: [I:1][C:2]1[N:11]=[CH:10][C:9]2[CH2:8][CH2:7][C:6]3[C:12]([C:16]([O:18]CC)=O)=[N:13][N:14]([CH3:15])[C:5]=3[C:4]=2[N:3]=1.O.[NH4+:22]. Product: [I:1][C:2]1[N:11]=[CH:10][C:9]2[CH2:8][CH2:7][C:6]3[C:12]([C:16]([NH2:22])=[O:18])=[N:13][N:14]([CH3:15])[C:5]=3[C:4]=2[N:3]=1. The catalyst class is: 5.